This data is from Forward reaction prediction with 1.9M reactions from USPTO patents (1976-2016). The task is: Predict the product of the given reaction. (1) Given the reactants CO[C:3](=[O:15])[C:4]1[CH:9]=[C:8]([OH:10])[CH:7]=[C:6](OCOC)[CH:5]=1.Br[C:17]1[CH:18]=[CH:19][C:20]([S:23]([CH3:26])(=[O:25])=[O:24])=[N:21][CH:22]=1.[F:27][CH2:28][CH:29]([OH:32])[CH2:30][F:31].[NH2:33][C:34]1[CH:38]=[CH:37][N:36]([CH3:39])[N:35]=1, predict the reaction product. The product is: [F:27][CH2:28][CH:29]([CH2:30][F:31])[O:32][C:6]1[CH:7]=[C:8]([O:10][C:17]2[CH:22]=[N:21][C:20]([S:23]([CH3:26])(=[O:25])=[O:24])=[CH:19][CH:18]=2)[CH:9]=[C:4]([CH:5]=1)[C:3]([NH:33][C:34]1[CH:38]=[CH:37][N:36]([CH3:39])[N:35]=1)=[O:15]. (2) Given the reactants Br[CH2:2][C:3]([C:5]1[C:6]([CH3:17])=[N:7][O:8][C:9]=1[C:10]1[CH:15]=[CH:14][C:13]([Br:16])=[CH:12][CH:11]=1)=[O:4].[CH3:18][C:19]([SH:22])([CH3:21])[CH3:20], predict the reaction product. The product is: [Br:16][C:13]1[CH:14]=[CH:15][C:10]([C:9]2[O:8][N:7]=[C:6]([CH3:17])[C:5]=2[C:3](=[O:4])[CH2:2][S:22][C:19]([CH3:21])([CH3:20])[CH3:18])=[CH:11][CH:12]=1. (3) Given the reactants [N:1]1[CH:6]=[CH:5][CH:4]=[CH:3][C:2]=1[C:7](=O)[CH2:8][C:9]1[CH:14]=[CH:13][N:12]=[C:11]([Br:15])[CH:10]=1.C(O)(=O)C.CC([N:24]([CH3:26])C)=O.O.[NH2:28]N, predict the reaction product. The product is: [Br:15][C:11]1[CH:10]=[C:9]([C:8]2[C:7]([C:2]3[CH:3]=[CH:4][CH:5]=[CH:6][N:1]=3)=[N:28][NH:24][CH:26]=2)[CH:14]=[CH:13][N:12]=1. (4) The product is: [CH3:1][C:2]1[NH:3][C:4]2[C:9]([C:10]=1[CH3:11])=[C:8]([NH:12][CH:13]1[CH2:17][CH2:16][N:15]([C:54](=[O:57])[C:55]#[CH:56])[CH2:14]1)[CH:7]=[CH:6][C:5]=2[C:18]([NH2:20])=[O:19]. Given the reactants [CH3:1][C:2]1[NH:3][C:4]2[C:9]([C:10]=1[CH3:11])=[C:8]([NH:12][CH:13]1[CH2:17][CH2:16][NH:15][CH2:14]1)[CH:7]=[CH:6][C:5]=2[C:18]([NH2:20])=[O:19].CN(C(ON1N=NC2C=CC=NC1=2)=[N+](C)C)C.F[P-](F)(F)(F)(F)F.CCN(C(C)C)C(C)C.[C:54](O)(=[O:57])[C:55]#[CH:56], predict the reaction product. (5) Given the reactants [N+:1]([C:4]1[CH:9]=[CH:8][C:7]([CH:10]2[CH2:15][CH2:14][C:13](=[O:16])[CH2:12][CH2:11]2)=[CH:6][CH:5]=1)([O-:3])=[O:2].FC1C(O)=C(F)C(F)=C(F)C=1F.[BH4-].[Na+].Cl, predict the reaction product. The product is: [N+:1]([C:4]1[CH:5]=[CH:6][C:7]([C@H:10]2[CH2:15][CH2:14][C@H:13]([OH:16])[CH2:12][CH2:11]2)=[CH:8][CH:9]=1)([O-:3])=[O:2].